From a dataset of Forward reaction prediction with 1.9M reactions from USPTO patents (1976-2016). Predict the product of the given reaction. (1) The product is: [C:104]1([CH:97]([C:98]2[CH:99]=[CH:100][CH:101]=[CH:102][CH:103]=2)[CH2:96][NH:95][C:68]2[N:67]=[C:66]([N:63]3[CH2:64][CH2:65][C@@H:61]([NH:60][C:117]([NH:118][C:119]4[CH:124]=[CH:123][CH:122]=[C:121]([S:125](=[O:127])(=[O:128])[NH2:126])[CH:120]=4)=[O:116])[CH2:62]3)[N:74]=[C:73]3[C:69]=2[N:70]=[CH:71][N:72]3[C@@H:75]2[CH2:79][C@H:78]([NH:80][C:81](=[O:92])[CH2:82][CH2:83][OH:8])[C@@H:77]([OH:93])[C@H:76]2[OH:94])[CH:105]=[CH:106][CH:107]=[CH:108][CH:109]=1. Given the reactants C([O:8][C@H](C)C(N[C@H]1C[C@@H](N2C=NC3C2=NC(N2CC[C@@H](NC(NC4C=NC=CC=4)=O)C2)=NC=3NCC(C2C=CC=CC=2)C2C=CC=CC=2)[C@H](O)[C@@H]1O)=O)C1C=CC=CC=1.[NH2:60][C@@H:61]1[CH2:65][CH2:64][N:63]([C:66]2[N:74]=[C:73]3[C:69]([N:70]=[CH:71][N:72]3[C@@H:75]3[CH2:79][C@H:78]([NH:80][C:81](=[O:92])[C@H:82](OCC4C=CC=CC=4)[CH3:83])[C@@H:77]([OH:93])[C@H:76]3[OH:94])=[C:68]([NH:95][CH2:96][CH:97]([C:104]3[CH:109]=[CH:108][CH:107]=[CH:106][CH:105]=3)[C:98]3[CH:103]=[CH:102][CH:101]=[CH:100][CH:99]=3)[N:67]=2)[CH2:62]1.C1([O:116][C:117](=O)[NH:118][C:119]2[CH:124]=[CH:123][CH:122]=[C:121]([S:125](=[O:128])(=[O:127])[NH2:126])[CH:120]=2)C=CC=CC=1.C1(OC(=O)NC2C=NC=CC=2)C=CC=CC=1, predict the reaction product. (2) Given the reactants [CH3:1][N:2]([CH3:11])[C:3]1[CH:8]=[CH:7][C:6]([Mg]Br)=[CH:5][CH:4]=1.[F:12][C:13]1[CH:42]=[CH:41][CH:40]=[C:39]([F:43])[C:14]=1[C:15]([NH:17][C:18]1[S:19][C:20]([C:29]2[CH:34]=[CH:33][CH:32]=[C:31]([C:35]([F:38])([F:37])[F:36])[CH:30]=2)=[C:21](C2C=CC=CN=2)[N:22]=1)=[O:16], predict the reaction product. The product is: [CH3:1][N:2]([CH3:11])[C:3]1[CH:8]=[CH:7][C:6]([C:21]2[N:22]=[C:18]([NH:17][C:15](=[O:16])[C:14]3[C:13]([F:12])=[CH:42][CH:41]=[CH:40][C:39]=3[F:43])[S:19][C:20]=2[C:29]2[CH:34]=[CH:33][CH:32]=[C:31]([C:35]([F:36])([F:37])[F:38])[CH:30]=2)=[CH:5][CH:4]=1. (3) Given the reactants [CH3:1][O:2][C:3]1[C:4]([O:20][CH2:21][CH2:22][N:23]2[CH2:28][CH2:27][O:26][CH2:25][CH2:24]2)=[CH:5][C:6]2[CH:15]=[C:14]3[C:9]([C:10](=O)[C:11]([C:16]#[N:17])=[CH:12][NH:13]3)=[CH:8][C:7]=2[CH:19]=1.P(Cl)(Cl)([Cl:31])=O, predict the reaction product. The product is: [Cl:31][C:10]1[C:9]2[C:14](=[CH:15][C:6]3[CH:5]=[C:4]([O:20][CH2:21][CH2:22][N:23]4[CH2:28][CH2:27][O:26][CH2:25][CH2:24]4)[C:3]([O:2][CH3:1])=[CH:19][C:7]=3[CH:8]=2)[N:13]=[CH:12][C:11]=1[C:16]#[N:17]. (4) Given the reactants [CH2:1]([O:3][C:4](=[O:14])[C:5]1[CH:10]=[CH:9][C:8]([Br:11])=[C:7]([CH:12]=O)[CH:6]=1)[CH3:2].[CH2:15]([NH2:22])[C:16]1[CH:21]=[CH:20][CH:19]=[CH:18][CH:17]=1.C([BH3-])#N.[Na+].C(O)(=O)C, predict the reaction product. The product is: [CH2:1]([O:3][C:4](=[O:14])[C:5]1[CH:10]=[CH:9][C:8]([Br:11])=[C:7]([CH2:12][NH:22][CH2:15][C:16]2[CH:21]=[CH:20][CH:19]=[CH:18][CH:17]=2)[CH:6]=1)[CH3:2]. (5) Given the reactants [Cl-].[CH:2]1([NH:5][C:6](=[O:11])[CH2:7][CH2:8][NH2+:9][CH3:10])[CH2:4][CH2:3]1.[CH3:12][N:13]1[C:25]2[CH2:24][CH2:23][CH:22]([CH:26]3[CH2:31][CH2:30][O:29][CH2:28][CH2:27]3)[CH2:21][C:20]=2[C:19]2[C:14]1=[CH:15][CH:16]=[C:17]([C:32]([OH:34])=O)[CH:18]=2.CCN(C(C)C)C(C)C.CN(C(ON1N=NC2C=CC=NC1=2)=[N+](C)C)C.F[P-](F)(F)(F)(F)F, predict the reaction product. The product is: [CH:2]1([NH:5][C:6](=[O:11])[CH2:7][CH2:8][N:9]([CH3:10])[C:32]([C:17]2[CH:18]=[C:19]3[C:14](=[CH:15][CH:16]=2)[N:13]([CH3:12])[C:25]2[CH2:24][CH2:23][CH:22]([CH:26]4[CH2:31][CH2:30][O:29][CH2:28][CH2:27]4)[CH2:21][C:20]3=2)=[O:34])[CH2:4][CH2:3]1. (6) Given the reactants [Br:1][C:2]1[CH:3]=[C:4]2[C:9](=[CH:10][CH:11]=1)[N:8]=[CH:7][CH:6]=[C:5]2Cl.[CH2:13]([NH:15][CH2:16][CH3:17])[CH3:14].C(=O)([O-])[O-].[K+].[K+], predict the reaction product. The product is: [Br:1][C:2]1[CH:3]=[C:4]2[C:9](=[CH:10][CH:11]=1)[N:8]=[CH:7][CH:6]=[C:5]2[N:15]([CH2:16][CH3:17])[CH2:13][CH3:14].